This data is from Full USPTO retrosynthesis dataset with 1.9M reactions from patents (1976-2016). The task is: Predict the reactants needed to synthesize the given product. (1) Given the product [Cl:11][C:9]1[N:8]=[CH:7][C:6]2[CH2:2][C:3](=[O:12])[NH:4][C:5]=2[CH:10]=1, predict the reactants needed to synthesize it. The reactants are: Br[C:2]1(Br)[C:6]2[CH:7]=[N:8][C:9]([Cl:11])=[CH:10][C:5]=2[NH:4][C:3]1=[O:12].CO. (2) The reactants are: [NH2:1][CH2:2][C:3]1[CH:16]=[CH:15][C:14]2[O:13][C:12]3[C:7]4=[C:8]([C:17](=[O:20])[NH:18][N:19]=[C:6]4[C:5]=2[CH:4]=1)[CH:9]=[CH:10][CH:11]=3.[CH3:21][N:22]([C:24]1[CH:29]=[CH:28][C:27]([N:30]=[N:31][C:32]2[CH:37]=[CH:36][C:35]([S:38](Cl)(=[O:40])=[O:39])=[CH:34][CH:33]=2)=[CH:26][CH:25]=1)[CH3:23]. Given the product [CH3:21][N:22]([CH3:23])[C:24]1[CH:25]=[CH:26][C:27]([N:30]=[N:31][C:32]2[CH:37]=[CH:36][C:35]([S:38]([NH:1][CH2:2][C:3]3[CH:16]=[CH:15][C:14]4[O:13][C:12]5[C:7]6=[C:8]([C:17](=[O:20])[NH:18][N:19]=[C:6]6[C:5]=4[CH:4]=3)[CH:9]=[CH:10][CH:11]=5)(=[O:40])=[O:39])=[CH:34][CH:33]=2)=[CH:28][CH:29]=1, predict the reactants needed to synthesize it.